This data is from Reaction yield outcomes from USPTO patents with 853,638 reactions. The task is: Predict the reaction yield, written as a fraction of the theoretical maximum amount of product (1.0 means a 100% yield; for example, 0.34 means a 34% yield). (1) The reactants are Br[C:2]1[CH:3]=[C:4]([S:8]([NH:11][C:12]2[CH:21]=[CH:20][C:15]([C:16]([O:18][CH3:19])=[O:17])=[C:14]([OH:22])[CH:13]=2)(=[O:10])=[O:9])[CH:5]=[CH:6][CH:7]=1.[C:23]([NH:26][C:27]1[CH:28]=[C:29](B(O)O)[CH:30]=[CH:31][CH:32]=1)(=[O:25])[CH3:24]. No catalyst specified. The product is [C:23]([NH:26][C:27]1[CH:32]=[C:31]([C:2]2[CH:7]=[CH:6][CH:5]=[C:4]([S:8]([NH:11][C:12]3[CH:21]=[CH:20][C:15]([C:16]([O:18][CH3:19])=[O:17])=[C:14]([OH:22])[CH:13]=3)(=[O:10])=[O:9])[CH:3]=2)[CH:30]=[CH:29][CH:28]=1)(=[O:25])[CH3:24]. The yield is 0.790. (2) The reactants are [I:1][C:2]1[CH:3]=[C:4]([CH:9]=[CH:10][CH:11]=1)[C:5]([NH:7][NH2:8])=O.COC1C=CC(P2(SP(C3C=CC(OC)=CC=3)(=S)S2)=[S:21])=CC=1. The catalyst is C1(C)C=CC=CC=1. The product is [I:1][C:2]1[CH:3]=[C:4]([CH:9]=[CH:10][CH:11]=1)[C:5]([NH:7][NH2:8])=[S:21]. The yield is 0.740.